From a dataset of Catalyst prediction with 721,799 reactions and 888 catalyst types from USPTO. Predict which catalyst facilitates the given reaction. Reactant: [Cl:1][C:2]1[C:3]([C:18](O)=[O:19])=[CH:4][C:5]2[N:6]([C:8]([S:14](O)(=[O:16])=[O:15])=[C:9]([CH:11]([CH3:13])[CH3:12])[N:10]=2)[CH:7]=1.C([N:23]([CH2:26][CH3:27])CC)C.P(Cl)(Cl)(Cl)=O.[NH2:33][C:34]1[CH:39]=[CH:38][CH:37]=[CH:36][CH:35]=1.C(=O)([O-])O.[Na+]. Product: [Cl:1][C:2]1[C:3]([C:18]([NH:23][C:26]2[CH:27]=[CH:4][CH:3]=[CH:2][CH:7]=2)=[O:19])=[CH:4][C:5]2[N:6]([C:8]([S:14](=[O:15])(=[O:16])[NH:33][C:34]3[CH:39]=[CH:38][CH:37]=[CH:36][CH:35]=3)=[C:9]([CH:11]([CH3:12])[CH3:13])[N:10]=2)[CH:7]=1. The catalyst class is: 68.